From a dataset of Peptide-MHC class I binding affinity with 185,985 pairs from IEDB/IMGT. Regression. Given a peptide amino acid sequence and an MHC pseudo amino acid sequence, predict their binding affinity value. This is MHC class I binding data. (1) The binding affinity (normalized) is 0.213. The peptide sequence is RPTHKPVTL. The MHC is HLA-A03:01 with pseudo-sequence HLA-A03:01. (2) The peptide sequence is SMHYKLDEV. The MHC is HLA-B27:03 with pseudo-sequence HLA-B27:03. The binding affinity (normalized) is 0.0847. (3) The MHC is HLA-A23:01 with pseudo-sequence HLA-A23:01. The peptide sequence is CYSQVNPLTL. The binding affinity (normalized) is 0.516. (4) The peptide sequence is LVYNHCEHG. The MHC is HLA-B15:01 with pseudo-sequence HLA-B15:01. The binding affinity (normalized) is 0.0847.